Predict the product of the given reaction. From a dataset of Forward reaction prediction with 1.9M reactions from USPTO patents (1976-2016). (1) Given the reactants [CH3:1][O:2][C:3]1[CH:4]=[C:5]([CH:9]=[CH:10][C:11]=1[N:12]1[CH:16]=[N:15][C:14]([CH3:17])=[N:13]1)[C:6]([OH:8])=O.[NH:18]([C:20]([O:22][C:23]([CH3:26])([CH3:25])[CH3:24])=[O:21])[NH2:19].C(N(CC)CC)C.CN(C(ON1N=NC2C=CC=NC1=2)=[N+](C)C)C.F[P-](F)(F)(F)(F)F, predict the reaction product. The product is: [CH3:1][O:2][C:3]1[CH:4]=[C:5]([C:6]([NH:19][NH:18][C:20]([O:22][C:23]([CH3:26])([CH3:25])[CH3:24])=[O:21])=[O:8])[CH:9]=[CH:10][C:11]=1[N:12]1[CH:16]=[N:15][C:14]([CH3:17])=[N:13]1. (2) Given the reactants C([N:3](CC)CC)C.[C:8](Cl)(=[O:11])[CH:9]=[CH2:10].[C:13](Cl)(=[O:17])[C:14](C)=[CH2:15], predict the reaction product. The product is: [CH2:10]=[CH:9][C:8]([NH:3][C:13]([CH:14]=[CH2:15])=[O:17])=[O:11]. (3) Given the reactants [CH2:1]([N:8]1[CH2:18][CH2:17][C:11]2([C:15](=[O:16])[NH:14][CH2:13][CH2:12]2)[CH:10]([OH:19])[CH2:9]1)[C:2]1[CH:7]=[CH:6][CH:5]=[CH:4][CH:3]=1.C([O-])([O-])=O.[K+].[K+].CC1(C)C2C(=C(P(C3C=CC=CC=3)C3C=CC=CC=3)C=CC=2)OC2C(P(C3C=CC=CC=3)C3C=CC=CC=3)=CC=CC1=2.FC(F)(F)S(O[C:74]1[CH2:75][O:76][C:77](=[O:80])[C:78]=1[CH3:79])(=O)=O.O, predict the reaction product. The product is: [CH2:1]([N:8]1[CH2:18][CH2:17][C:11]2([C:15](=[O:16])[N:14]([C:74]3[CH2:75][O:76][C:77](=[O:80])[C:78]=3[CH3:79])[CH2:13][CH2:12]2)[CH:10]([OH:19])[CH2:9]1)[C:2]1[CH:3]=[CH:4][CH:5]=[CH:6][CH:7]=1. (4) Given the reactants Br[C:2]1[CH:3]=[CH:4][C:5]([NH:13][C:14]2[C:19]([C:20]([F:23])([F:22])[F:21])=[CH:18][N:17]=[C:16]([NH:24][C:25]3[CH:39]=[CH:38][C:28]([CH2:29][P:30](=[O:37])([O:34][CH2:35][CH3:36])[O:31]CC)=[CH:27][C:26]=3[O:40][CH3:41])[N:15]=2)=[C:6]2[C:10]=1[CH2:9][N:8]([CH3:11])[C:7]2=[O:12].[CH3:42][N:43]1[CH2:48][CH2:47][NH:46][CH2:45][CH2:44]1.C([O-])([O-])=O.[Cs+].[Cs+], predict the reaction product. The product is: [CH3:41][O:40][C:26]1[CH:27]=[C:28]([CH:38]=[CH:39][C:25]=1[NH:24][C:16]1[N:15]=[C:14]([NH:13][C:5]2[CH:4]=[CH:3][C:2]([N:46]3[CH2:47][CH2:48][N:43]([CH3:42])[CH2:44][CH2:45]3)=[C:10]3[C:6]=2[C:7](=[O:12])[N:8]([CH3:11])[CH2:9]3)[C:19]([C:20]([F:21])([F:23])[F:22])=[CH:18][N:17]=1)[CH2:29][P:30](=[O:37])([OH:31])[O:34][CH2:35][CH3:36]. (5) Given the reactants [C:1]([NH:8][C@@H:9]([C:14]([OH:16])=[O:15])[CH2:10][CH:11]([CH3:13])[CH3:12])([O:3][C:4]([CH3:7])([CH3:6])[CH3:5])=[O:2].[CH:17]1[C:22]([N+:23]([O-:25])=[O:24])=[CH:21][CH:20]=[C:19](O)[CH:18]=1.C1CCC(N=C=NC2CCCCC2)CC1, predict the reaction product. The product is: [C:4]([O:3][C:1]([NH:8][C@H:9]([CH2:10][CH:11]([CH3:12])[CH3:13])[C:14]([O:16][C:19]1[CH:18]=[CH:17][C:22]([N+:23]([O-:25])=[O:24])=[CH:21][CH:20]=1)=[O:15])=[O:2])([CH3:5])([CH3:7])[CH3:6]. (6) Given the reactants [Cl-].O[NH3+].[C:4](=[O:7])([O-])[OH:5].[Na+].[Cl:9][C:10]1[S:14][C:13]([C:15](=[O:45])[CH2:16][N:17]2[C:22](=[O:23])[C:21]3[CH:24]=[C:25]([CH2:27][CH3:28])[S:26][C:20]=3[N:19]([CH2:29][C:30]3[CH:35]=[CH:34][C:33]([C:36]4[C:37]([C:42]#[N:43])=[CH:38][CH:39]=[CH:40][CH:41]=4)=[CH:32][CH:31]=3)[C:18]2=[O:44])=[CH:12][CH:11]=1.[N:46]12CCCN=C1CCCCC2, predict the reaction product. The product is: [Cl:9][C:10]1[S:14][C:13]([C:15](=[O:45])[CH2:16][N:17]2[C:22](=[O:23])[C:21]3[CH:24]=[C:25]([CH2:27][CH3:28])[S:26][C:20]=3[N:19]([CH2:29][C:30]3[CH:35]=[CH:34][C:33]([C:36]4[CH:41]=[CH:40][CH:39]=[CH:38][C:37]=4[C:42]4[NH:46][C:4](=[O:7])[O:5][N:43]=4)=[CH:32][CH:31]=3)[C:18]2=[O:44])=[CH:12][CH:11]=1.